Dataset: Human Reference Interactome with 51,813 positive PPI pairs across 8,248 proteins, plus equal number of experimentally-validated negative pairs. Task: Binary Classification. Given two protein amino acid sequences, predict whether they physically interact or not. (1) Protein 1 (ENSG00000119408) has sequence MAGQPGHMPHGGSSNNLCHTLGPVHPPDPQRHPNTLSFRCSLADFQIEKKIGRGQFSEVYKATCLLDRKTVALKKVQIFEMMDAKARQDCVKEIGLLKQLNHPNIIKYLDSFIEDNELNIVLELADAGDLSQMIKYFKKQKRLIPERTVWKYFVQLCSAVEHMHSRRVMHRDIKPANVFITATGVVKLGDLGLGRFFSSETTAAHSLVGTPYYMSPERIHENGYNFKSDIWSLGCLLYEMAALQSPFYGDKMNLFSLCQKIEQCDYPPLPGEHYSEKLRELVSMCICPDPHQRPDIGYVH.... Protein 2 (ENSG00000131095) has sequence MERRRITSAARRSYVSSGEMMVGGLAPGRRLGPGTRLSLARMPPPLPTRVDFSLAGALNAGFKETRASERAEMMELNDRFASYIEKVRFLEQQNKALAAELNQLRAKEPTKLADVYQAELRELRLRLDQLTANSARLEVERDNLAQDLATVRQKLQDETNLRLEAENNLAAYRQEADEATLARLDLERKIESLEEEIRFLRKIHEEEVRELQEQLARQQVHVELDVAKPDLTAALKEIRTQYEAMASSNMHEAEEWYRSKFADLTDAAARNAELLRQAKHEANDYRRQLQSLTCDLESLR.... Result: 1 (the proteins interact). (2) Protein 1 (ENSG00000115446) has sequence MLPSTSVNSLVQGNGVLNSRDAARHTAGAKRYKYLRRLFRFRQMDFEFAAWQMLYLFTSPQRVYRNFHYRKQTKDQWARDDPAFLVLLSIWLCVSTIGFGFVLDMGFFETIKLLLWVVLIDCVGVGLLIATLMWFISNKYLVKRQSRDYDVEWGYAFDVHLNAFYPLLVILHFIQLFFINHVILTDTFIGYLVGNTLWLVAVGYYIYVTFLGYSALPFLKNTVILLYPFAPLILLYGLSLALGWNFTHTLCSFYKYRVK*MFLQNTCKRNVFLPSRKMLPSTSVNSLVQGNGVLNSRDAA.... Protein 2 (ENSG00000117616) has sequence MSNYVNDMWPGSPQEKDSPSTSRSGGSSRLSSRSRSRSFSRSSRSHSRVSSRFSSRSRRSKSRSRSRRRHQRKYRRYSRSYSRSRSRSRSRRYRERRYGFTRRYYRSPSRYRSRSRSRSRSRGRSYCGRAYAIARGQRYYGFGRTVYPEEHSRWRDRSRTRSRSRTPFRLSEKDRMELLEIAKTNAAKALGTTNIDLPASLRTVPSAKETSRGIGVSSNGAKPELSEKVTEDGTRNPNEKPTQQRSIAFSSNNSVAKPIQKSAKAATEEASSRSPKIDQKKSPYGLWIPI*MSNYVNDMW.... Result: 0 (the proteins do not interact). (3) Protein 1 (ENSG00000130487) has sequence MVLRSHPFPRQDRPQGSVPRAVPGSPVGPSTSTHSEDRHGPSSSVGTVIGTGTGGLVEAGGQPQPRSSETNGSPSPDPPPGLRGEGTREKSLDPLPQAAMPRGPAQPPAQRPPGPAASSSARRSQPVPQLRKRSRCEIAPSSEQEVRPAASGDPQGEAPGEGGSPAGRSGALTEKQEEARKLMVFLQRPGGWGVVEGPRKPSSRALEPATAAALRRRLDLGSCLDVLAFAQQHGEPGLAQETYALMSDNLLRVLGDPCLYRRLSAADRERILSLRTGRGRAVLGVLVLPSLYQGGRSGLP.... Protein 2 (ENSG00000198218) has sequence MNNSLENTISFEEYIRVKARSVPQHRMKEFLDSLASKGPEALQEFQQTATTTMVYQQGGNCIYTDSTEVAGSLLELACPVTTSVQPQTQQEQQIQVQQPQQVQVQVQVQQSPQQVSAQLSPQLTVHQPTEQPIQVQVQIQGQAPQSAAPSIQTPSLQSPSPSQLQAAQIQVQHVQAAQQIQAAEIPEEHIPHQQIQAQLVAGQSLAGGQQIQIQTVGALSPPPSQQGSPREGERRVGTASVLQPVKKRKVDMPITVSYAISGQPVATVLAIPQGQQQSYVSLRPDLLTVDSAHLYSATGT.... Result: 1 (the proteins interact). (4) Protein 1 (ENSG00000109956) has sequence MPKRRDILAIVLIVLPWTLLITVWHQSTLAPLLAVHKDEGSDPRRETPPGADPREYCTSDRDIVEVVRTEYVYTRPPPWSDTLPTIHVVTPTYSRPVQKAELTRMANTLLHVPNLHWLVVEDAPRRTPLTARLLRDTGLNYTHLHVETPRNYKLRGDARDPRIPRGTMQRNLALRWLRETFPRNSSQPGVVYFADDDNTYSLELFEEMRSTRRVSVWPVAFVGGLRYEAPRVNGAGKVVGWKTVFDPHRPFAIDMAGFAVNLRLILQRSQAYFKLRGVKGGYQESSLLRELVTLNDLEPK.... Protein 2 (ENSG00000136436) has sequence MEETIKDPPTSAVLLDHCHFSQVIFNSVEKFYIPGGDVTCHYTFTQHFIPRRKDWIGIFRVGWKTTREYYTFMWVTLPIDLNNKSAKQQEVQFKAYYLPKDDEYYQFCYVDEDGVVRGASIPFQFRPENEEDILVVTTQGEVEEIEQHNKELCKENQELKDSCISLQKQNSDMQAELQKKQEELETLQSINKKLELKVKEQKDYWETELLQLKEQNQKMSSENEKMGIRVDQLQAQLSTQEKEMEKLVQGDQDKTEQLEQLKKENDHLFLSLTEQRKDQKKLEQTVEQMKQNETTAMKKQ.... Result: 0 (the proteins do not interact). (5) Protein 1 (ENSG00000213719) has sequence MAEEQPQVELFVKAGSDGAKIGNCPFSQRLFMVLWLKGVTFNVTTVDTKRRTETVQKLCPGGQLPFLLYGTEVHTDTNKIEEFLEAVLCPPRYPKLAALNPESNTAGLDIFAKFSAYIKNSNPALNDNLEKGLLKALKVLDNYLTSPLPEEVDETSAEDEGVSQRKFLDGNELTLADCNLLPKLHIVQVVCKKYRGFTIPEAFRGVHRYLSNAYAREEFASTCPDDEEIELAYEQVAKALK*. Protein 2 (ENSG00000154655) has sequence MKQPNRKRKLNMDSKERLDQDGRLEQAEEEKKPKDSTTPLSHVPSAAAQGAWSWEWYLKEQKAVAAPVELFSKDQSFPEHENGFQIGMRLEGIDPRHPSVFCVLSVAEVCGYRLRLHFDGYLSCYDFWTNAGSPDIHPVGWCEKTKHELHIPKGYRKDKFVWMDYLKACKLQNAPKKLFRNRSPNGPMSKEFQVGMKLEAVDRKNPSLVCVATIADIVEDRLLVHFDNWDDSYDYWCDVNSPYVQPVGWCQENGRTLIAPQGYPNPENFSWTEYLEATQTNAVPAKVFKMRLPHGFLPNM.... Result: 0 (the proteins do not interact). (6) Protein 1 (ENSG00000157551) has sequence MDAIHIGMSSTPLVKHTAGAGLKANRPRVMSKSGHSNVRIDKVDGIYLLYLQDLWTTVIDMKWRYKLTLFAATFVMTWFLFGVIYYAIAFIHGDLEPGEPISNHTPCIMKVDSLTGAFLFSLESQTTIGYGVRSITEECPHAIFLLVAQLVITTLIEIFITGTFLAKIARPKKRAETIKFSHCAVITKQNGKLCLVIQVANMRKSLLIQCQLSGKLLQTHVTKEGERILLNQATVKFHVDSSSESPFLILPMTFYHVLDETSPLRDLTPQNLKEKEFELVVLLNATVESTSAVCQSRTSY.... Protein 2 (ENSG00000239474) has sequence MDSQRELAEELRLYQSTLLQDGLKDLLDEKKFIDCTLKAGDKSLPCHRLILSACSPYFREYFLSEIDEAKKKEVVLDNVDPAILDLIIKYLYSASIDLNDGNVQDIFALASRFQIPSVFTVCVSYLQKRLAPGNCLAILRLGLLLDCPRLAISAREFVSDRFVQICKEEDFMQLSPQELISVISNDSLNVEKEEAVFEAVMKWVRTDKENRVKNLSEVFDCIRFRLMTEKYFKDHVEKDDIIKSNPDLQKKIKVLKDAFAGKLPEPSKNAAKTGAGEVNGDVGDEDLLPGYLNDIPRHGM.... Result: 0 (the proteins do not interact).